Dataset: Full USPTO retrosynthesis dataset with 1.9M reactions from patents (1976-2016). Task: Predict the reactants needed to synthesize the given product. (1) Given the product [C:9]([C:11]1[C:19]2[C:14](=[CH:15][CH:16]=[C:17]([CH2:20][CH2:21][NH:22][C:23](=[O:37])[C:24]3[CH:29]=[CH:28][C:27]([C:30]4[CH:35]=[CH:34][N:33]=[C:32]([N:6]([CH2:5][CH2:4][N:3]([CH2:1][CH3:2])[CH3:8])[CH3:7])[N:31]=4)=[CH:26][CH:25]=3)[CH:18]=2)[NH:13][CH:12]=1)#[N:10], predict the reactants needed to synthesize it. The reactants are: [CH2:1]([N:3]([CH3:8])[CH2:4][CH2:5][NH:6][CH3:7])[CH3:2].[C:9]([C:11]1[C:19]2[C:14](=[CH:15][CH:16]=[C:17]([CH2:20][CH2:21][NH:22][C:23](=[O:37])[C:24]3[CH:29]=[CH:28][C:27]([C:30]4[CH:35]=[CH:34][N:33]=[C:32](Cl)[N:31]=4)=[CH:26][CH:25]=3)[CH:18]=2)[NH:13][CH:12]=1)#[N:10]. (2) Given the product [F:20][C:21]1[CH:26]=[CH:25][C:24]([F:27])=[CH:23][C:22]=1[C:28]1[N:30]=[C:17]([C:11]2[N:10]=[N:9][N:8]([C:3]3[CH:4]=[CH:5][CH:6]=[CH:7][C:2]=3[F:1])[C:12]=2[CH2:13][CH2:14][O:15][CH3:16])[O:19][N:29]=1, predict the reactants needed to synthesize it. The reactants are: [F:1][C:2]1[CH:7]=[CH:6][CH:5]=[CH:4][C:3]=1[N:8]1[C:12]([CH2:13][CH2:14][O:15][CH3:16])=[C:11]([C:17]([OH:19])=O)[N:10]=[N:9]1.[F:20][C:21]1[CH:26]=[CH:25][C:24]([F:27])=[CH:23][C:22]=1[C:28](=[N:30]O)[NH2:29].